From a dataset of Forward reaction prediction with 1.9M reactions from USPTO patents (1976-2016). Predict the product of the given reaction. (1) Given the reactants [OH:1][C:2]1[C:7]2[C:8]([O:11][CH2:12][CH:13]3[CH2:18][CH2:17][N:16]([C:19]([O:21][C:22]([CH3:25])([CH3:24])[CH3:23])=[O:20])[CH2:15][CH2:14]3)=[N:9][O:10][C:6]=2[CH:5]=[CH:4][CH:3]=1.[C:26]1([CH2:32]O)([CH2:30][OH:31])[CH2:29][CH2:28][CH2:27]1.OCC1CCN(CC2(C(OC)=O)CCCC2)CC1, predict the reaction product. The product is: [OH:31][CH2:30][C:26]1([CH2:32][O:1][C:2]2[C:7]3[C:8]([O:11][CH2:12][CH:13]4[CH2:14][CH2:15][N:16]([C:19]([O:21][C:22]([CH3:25])([CH3:24])[CH3:23])=[O:20])[CH2:17][CH2:18]4)=[N:9][O:10][C:6]=3[CH:5]=[CH:4][CH:3]=2)[CH2:29][CH2:28][CH2:27]1. (2) Given the reactants [CH3:1][N:2]1[CH:6]=[C:5]([C:7]2[CH:8]=[C:9]3[C:15]([C:16]([O:18]C4C(F)=C(F)C(F)=C(F)C=4F)=O)=[CH:14][NH:13][C:10]3=[N:11][CH:12]=2)[CH:4]=[N:3]1.[F:30][C:31]1[CH:36]=[CH:35][CH:34]=[CH:33][C:32]=1[CH2:37][C:38]([NH:40]O)=[NH:39], predict the reaction product. The product is: [F:30][C:31]1[CH:36]=[CH:35][CH:34]=[CH:33][C:32]=1[CH2:37][C:38]1[N:39]=[C:16]([C:15]2[C:9]3[C:10](=[N:11][CH:12]=[C:7]([C:5]4[CH:4]=[N:3][N:2]([CH3:1])[CH:6]=4)[CH:8]=3)[NH:13][CH:14]=2)[O:18][N:40]=1. (3) Given the reactants ClC1C=C(N2CCOC[C@H]2CC)N=C(N)N=1.C(C1C=CC(B(O)O)=CC=1F)#N.C([O-])(O)=O.[Na+].C1(P(=O)(C2C=CC=CC=2)C2C=CC=CC=2)C=CC=CC=1.[NH2:54][C:55]1[N:60]=[C:59]([C:61]2[CH:68]=[CH:67][C:64]([C:65]#[N:66])=[C:63](F)[CH:62]=2)[CH:58]=[C:57]([N:70]2[CH2:75][CH2:74]O[CH2:72][C@H:71]2[CH2:76][CH3:77])[N:56]=1.[OH2:78].[NH2:79][NH2:80], predict the reaction product. The product is: [NH2:54][C:55]1[N:60]=[C:59]([C:61]2[CH:62]=[C:63]3[C:64]([C:65]([NH2:66])=[N:79][NH:80]3)=[CH:67][CH:68]=2)[CH:58]=[C:57]([N:70]2[CH2:75][CH2:74][O:78][CH2:72][C@H:71]2[CH2:76][CH3:77])[N:56]=1. (4) Given the reactants [CH3:1][C:2]1[N:26]([CH3:27])[C:5]2=[N:6][C:7]([CH3:25])=[C:8]([CH:17]([CH2:22][CH2:23][CH3:24])[C:18]([O:20]C)=[O:19])[C:9]([C:10]3[CH:15]=[CH:14][C:13]([CH3:16])=[CH:12][CH:11]=3)=[C:4]2[N:3]=1.[OH-].[Na+], predict the reaction product. The product is: [CH3:1][C:2]1[N:26]([CH3:27])[C:5]2=[N:6][C:7]([CH3:25])=[C:8]([CH:17]([CH2:22][CH2:23][CH3:24])[C:18]([OH:20])=[O:19])[C:9]([C:10]3[CH:11]=[CH:12][C:13]([CH3:16])=[CH:14][CH:15]=3)=[C:4]2[N:3]=1. (5) The product is: [N:41]1[CH:42]=[CH:43][N:44]2[CH:49]=[CH:48][C:47]([NH:50][C:8]3[N:12]=[C:11]([N:13]([CH2:23][C:24]4[CH:29]=[CH:28][C:27]([O:30][CH3:31])=[CH:26][CH:25]=4)[CH2:14][C:15]4[CH:20]=[CH:19][C:18]([O:21][CH3:22])=[CH:17][CH:16]=4)[N:10]([CH2:32][C:33]4[CH:38]=[CH:37][C:36]([O:39][CH3:40])=[CH:35][CH:34]=4)[N:9]=3)=[CH:46][C:45]=12. Given the reactants CC([O-])(C)C.[Na+].Br[C:8]1[N:12]=[C:11]([N:13]([CH2:23][C:24]2[CH:29]=[CH:28][C:27]([O:30][CH3:31])=[CH:26][CH:25]=2)[CH2:14][C:15]2[CH:20]=[CH:19][C:18]([O:21][CH3:22])=[CH:17][CH:16]=2)[N:10]([CH2:32][C:33]2[CH:38]=[CH:37][C:36]([O:39][CH3:40])=[CH:35][CH:34]=2)[N:9]=1.[N:41]1[CH:42]=[CH:43][N:44]2[CH:49]=[CH:48][C:47]([NH2:50])=[CH:46][C:45]=12, predict the reaction product. (6) Given the reactants [Br:1][C:2]1[N:3]2[CH:9]=[N:8][C:7]([N+:10]([O-])=O)=[C:4]2[S:5][CH:6]=1.[CH:13]1[C:22]2[C:17](=[CH:18][CH:19]=[CH:20][CH:21]=2)[CH:16]=[CH:15][C:14]=1[CH2:23][C:24](Cl)=[O:25].C(N(CC)CC)C, predict the reaction product. The product is: [Br:1][C:2]1[N:3]2[CH:9]=[N:8][C:7]([NH:10][C:24](=[O:25])[CH2:23][C:14]3[CH:15]=[CH:16][C:17]4[C:22](=[CH:21][CH:20]=[CH:19][CH:18]=4)[CH:13]=3)=[C:4]2[S:5][CH:6]=1. (7) Given the reactants [CH3:1][C:2]1[C:7]([O:8][C:9]2[C:10]([NH2:22])=[N:11][CH:12]=[C:13]([S:15][C:16]3[CH:21]=[CH:20][CH:19]=[CH:18][N:17]=3)[CH:14]=2)=[CH:6][CH:5]=[CH:4][N:3]=1.[CH3:23][C:24]1([CH3:44])[O:28][C@@H:27]([C:29]2[N:33]=[C:32](S(C3C=CC(C)=CC=3)(=O)=O)[S:31][N:30]=2)[CH2:26][O:25]1, predict the reaction product. The product is: [CH3:23][C:24]1([CH3:44])[O:28][C@@H:27]([C:29]2[N:33]=[C:32]([NH:22][C:10]3[C:9]([O:8][C:7]4[C:2]([CH3:1])=[N:3][CH:4]=[CH:5][CH:6]=4)=[CH:14][C:13]([S:15][C:16]4[CH:21]=[CH:20][CH:19]=[CH:18][N:17]=4)=[CH:12][N:11]=3)[S:31][N:30]=2)[CH2:26][O:25]1. (8) Given the reactants [F:1][C:2]([Si](C)(C)C)([F:4])[F:3].[Br:9][C:10]1[C:11]([CH3:18])=[CH:12][C:13]([CH:16]=[O:17])=[N:14][CH:15]=1.CCCC[N+](CCCC)(CCCC)CCCC.[F-], predict the reaction product. The product is: [Br:9][C:10]1[C:11]([CH3:18])=[CH:12][C:13]([CH:16]([OH:17])[C:2]([F:4])([F:3])[F:1])=[N:14][CH:15]=1. (9) Given the reactants [N:1]1[CH:6]=[CH:5][CH:4]=[CH:3][C:2]=1[C@@:7]1([CH2:17][CH2:18][NH2:19])[CH2:16][C:11]2([CH2:15][CH2:14][CH2:13][CH2:12]2)[O:10][CH2:9][CH2:8]1.C(NCC[C@]1(C2C=CC(F)=CC=2)CC2(CCCC2)OCC1)C1C=CC=CC=1.Br[CH2:48][C:49]1[S:50][CH:51]=[CH:52][C:53]=1[CH2:54]Br.C([O-])([O-])=O.[K+].[K+], predict the reaction product. The product is: [S:50]1[C:49]2[CH2:48][N:19]([CH2:18][CH2:17][C@:7]3([C:2]4[CH:3]=[CH:4][CH:5]=[CH:6][N:1]=4)[CH2:16][C:11]4([CH2:15][CH2:14][CH2:13][CH2:12]4)[O:10][CH2:9][CH2:8]3)[CH2:54][C:53]=2[CH:52]=[CH:51]1. (10) Given the reactants [F:1][C:2]1[CH:20]=[CH:19][CH:18]=[CH:17][C:3]=1[CH2:4][O:5][C:6]1[CH:7]=[C:8]([CH:13]=[C:14]([OH:16])[CH:15]=1)[C:9]([O:11]C)=[O:10].[OH-].[Na+].Cl, predict the reaction product. The product is: [F:1][C:2]1[CH:20]=[CH:19][CH:18]=[CH:17][C:3]=1[CH2:4][O:5][C:6]1[CH:7]=[C:8]([CH:13]=[C:14]([OH:16])[CH:15]=1)[C:9]([OH:11])=[O:10].